From a dataset of Reaction yield outcomes from USPTO patents with 853,638 reactions. Predict the reaction yield, written as a fraction of the theoretical maximum amount of product (1.0 means a 100% yield; for example, 0.34 means a 34% yield). (1) The reactants are [H-].[Na+].[CH3:3][O:4][C:5]1[CH:6]=[CH:7]C2N[C:13](=O)[CH2:12][C:11](=[O:16])[N:10]([CH3:17])[C:9]=2[CH:18]=1.[CH3:19]I.O.[CH3:22][N:23]([CH:25]=[O:26])[CH3:24]. The catalyst is C(OCC)(=O)C. The product is [CH3:3][O:4][C:5]1[CH:6]=[CH:7][C:22]2[N:23]([CH3:24])[C:25](=[O:26])[C:12]([CH3:13])([CH3:19])[C:11](=[O:16])[N:10]([CH3:17])[C:9]=2[CH:18]=1. The yield is 0.770. (2) The yield is 0.750. The catalyst is CO.O.[Cl-].[Na+].O. The product is [CH3:1][O:2][C:3]([CH:5]1[CH:9]([C:11]#[N:12])[CH2:8][S:7][CH2:6]1)=[O:4]. The reactants are [CH3:1][O:2][C:3]([CH:5]1[C:9](=O)[CH2:8][S:7][CH2:6]1)=[O:4].[C-:11]#[N:12].[K+].C(O)(=O)C.OP(O)(O)=O. (3) The reactants are [Cl-].O[NH3+:3].[C:4](=[O:7])([O-])[OH:5].[Na+].CS(C)=O.[CH3:13][O:14][CH2:15][CH:16]([CH3:50])[O:17][C:18]1[CH:23]=[CH:22][C:21]([N:24]2[C:29](=[O:30])[C:28]([CH2:31][C:32]3[CH:37]=[CH:36][C:35]([C:38]4[C:39]([C:44]#[N:45])=[CH:40][CH:41]=[CH:42][CH:43]=4)=[CH:34][CH:33]=3)=[C:27]([CH2:46][CH2:47][CH3:48])[N:26]=[C:25]2[CH3:49])=[CH:20][CH:19]=1. The catalyst is O.C(OCC)(=O)C. The product is [CH3:13][O:14][CH2:15][CH:16]([CH3:50])[O:17][C:18]1[CH:19]=[CH:20][C:21]([N:24]2[C:29](=[O:30])[C:28]([CH2:31][C:32]3[CH:37]=[CH:36][C:35]([C:38]4[CH:43]=[CH:42][CH:41]=[CH:40][C:39]=4[C:44]4[NH:3][C:4](=[O:7])[O:5][N:45]=4)=[CH:34][CH:33]=3)=[C:27]([CH2:46][CH2:47][CH3:48])[N:26]=[C:25]2[CH3:49])=[CH:22][CH:23]=1. The yield is 0.410. (4) The reactants are FC(F)(F)C1C=CC=C(C(F)(F)F)C=1.[F:15][C:16]1[CH:17]=[C:18]([CH:22]=[CH:23][CH:24]=1)[C:19](Cl)=[O:20].[H][H]. The catalyst is O. The product is [F:15][C:16]1[CH:17]=[C:18]([CH:22]=[CH:23][CH:24]=1)[CH:19]=[O:20]. The yield is 0.570. (5) The product is [Br:14][C:10]1[C:9]([Cl:12])=[C:8]2[C:3]([CH2:4][CH2:5][NH:6][C:7]2=[O:13])=[C:2]([Cl:1])[CH:11]=1. The catalyst is S(=O)(=O)(O)O. The reactants are [Cl:1][C:2]1[CH:11]=[CH:10][C:9]([Cl:12])=[C:8]2[C:3]=1[CH2:4][CH2:5][NH:6][C:7]2=[O:13].[Br:14]N1C(=O)CCC1=O. The yield is 0.750. (6) The reactants are [Cl:1][C:2]1[CH:7]=[CH:6][N:5]=[C:4]2[N:8]([Si:11]([CH:18]([CH3:20])[CH3:19])([CH:15]([CH3:17])[CH3:16])[CH:12]([CH3:14])[CH3:13])[CH:9]=[CH:10][C:3]=12.[Li]C(CC)C.Cl[C:27]([O:29][CH2:30][CH3:31])=[O:28]. The catalyst is C1COCC1. The product is [Cl:1][C:2]1[C:7]([C:27]([O:29][CH2:30][CH3:31])=[O:28])=[CH:6][N:5]=[C:4]2[N:8]([Si:11]([CH:15]([CH3:17])[CH3:16])([CH:18]([CH3:20])[CH3:19])[CH:12]([CH3:13])[CH3:14])[CH:9]=[CH:10][C:3]=12. The yield is 0.980. (7) The reactants are [Br:1][C:2]1[CH:7]=[CH:6][C:5]([C:8]([CH3:12])([CH3:11])[C:9]#[N:10])=[CH:4][CH:3]=1.Cl.[NH2:14]O.C([O-])([O-])=O.[K+].[K+].[C:22]([O:25]C(=O)C)(=O)[CH3:23]. The catalyst is CCO. The product is [Br:1][C:2]1[CH:3]=[CH:4][C:5]([C:8]([C:9]2[N:14]=[C:22]([CH3:23])[O:25][N:10]=2)([CH3:12])[CH3:11])=[CH:6][CH:7]=1. The yield is 0.300.